This data is from Forward reaction prediction with 1.9M reactions from USPTO patents (1976-2016). The task is: Predict the product of the given reaction. Given the reactants [Si]([O:8][C:9]1[CH:18]=[CH:17][CH:16]=[C:15]2[C:10]=1[CH:11]=[CH:12][C:13]([NH:19][C:20]1[C:28]3[C:23](=[CH:24][N:25]=[CH:26][CH:27]=3)[O:22][C:21]=1[C:29]1[NH:30][CH:31]=[C:32]([CH2:34][CH3:35])[N:33]=1)=[CH:14]2)(C(C)(C)C)(C)C.[F-].C([N+](CCCC)(CCCC)CCCC)CCC, predict the reaction product. The product is: [CH2:34]([C:32]1[N:33]=[C:29]([C:21]2[O:22][C:23]3=[CH:24][N:25]=[CH:26][CH:27]=[C:28]3[C:20]=2[NH:19][C:13]2[CH:14]=[C:15]3[C:10](=[CH:11][CH:12]=2)[C:9]([OH:8])=[CH:18][CH:17]=[CH:16]3)[NH:30][CH:31]=1)[CH3:35].